Dataset: Reaction yield outcomes from USPTO patents with 853,638 reactions. Task: Predict the reaction yield, written as a fraction of the theoretical maximum amount of product (1.0 means a 100% yield; for example, 0.34 means a 34% yield). (1) The reactants are C1(C)C=CC(S(O)(=O)=O)=CC=1.[NH2:12][C@H:13]1[C@@H:16]([O:17][CH2:18][CH:19]([CH3:21])[CH3:20])[NH:15][C:14]1=[O:22].C(N(C(C)C)CC)(C)C.[I:32][C:33]1[CH:38]=[CH:37][C:36]([C:39](Cl)([C:46]2[CH:51]=[CH:50][CH:49]=[CH:48][CH:47]=2)[C:40]2[CH:45]=[CH:44][CH:43]=[CH:42][CH:41]=2)=[CH:35][CH:34]=1. The catalyst is CC(C)=O. The product is [I:32][C:33]1[CH:34]=[CH:35][C:36]([C:39]([NH:12][C@H:13]2[C@@H:16]([O:17][CH2:18][CH:19]([CH3:20])[CH3:21])[NH:15][C:14]2=[O:22])([C:40]2[CH:41]=[CH:42][CH:43]=[CH:44][CH:45]=2)[C:46]2[CH:51]=[CH:50][CH:49]=[CH:48][CH:47]=2)=[CH:37][CH:38]=1. The yield is 0.670. (2) The reactants are [CH3:1][O:2][C:3]1[C:8]2[N:9]=[C:10]([NH:12][C:13](=[O:23])[C:14]3[CH:19]=[CH:18][N:17]=[C:16]([CH2:20]NC)[CH:15]=3)[S:11][C:7]=2[C:6]([N:24]2[CH2:29][CH2:28][O:27][CH2:26][CH2:25]2)=[CH:5][CH:4]=1.[CH3:30][O-:31].[Na+].ClCCl.CO. The catalyst is O1CCCC1. The product is [CH3:30][O:31][CH2:20][C:16]1[CH:15]=[C:14]([CH:19]=[CH:18][N:17]=1)[C:13]([NH:12][C:10]1[S:11][C:7]2[C:6]([N:24]3[CH2:29][CH2:28][O:27][CH2:26][CH2:25]3)=[CH:5][CH:4]=[C:3]([O:2][CH3:1])[C:8]=2[N:9]=1)=[O:23]. The yield is 0.250. (3) The reactants are [CH2:1]([O:8][C:9]1[N:14]=[CH:13][C:12]([CH2:15][C:16]2[CH:20]=[C:19]([C:21]3[C:22]([NH2:28])=[N:23][C:24]([NH2:27])=[CH:25][CH:26]=3)[O:18][N:17]=2)=[CH:11][CH:10]=1)[C:2]1[CH:7]=[CH:6][CH:5]=[CH:4][CH:3]=1.C=O.N1C=CC=C[C:32]=1C.B.C(=O)([O-])O.[Na+]. The catalyst is C(O)(=O)C.CN(C)C=O. The product is [CH2:1]([O:8][C:9]1[N:14]=[CH:13][C:12]([CH2:15][C:16]2[CH:20]=[C:19]([C:21]3[C:22]([NH2:28])=[N:23][C:24]([NH:27][CH3:32])=[CH:25][CH:26]=3)[O:18][N:17]=2)=[CH:11][CH:10]=1)[C:2]1[CH:7]=[CH:6][CH:5]=[CH:4][CH:3]=1. The yield is 0.0440. (4) The reactants are [CH3:1][C:2]([C:19]1[CH:24]=[CH:23][CH:22]=[CH:21][CH:20]=1)([CH2:5][CH2:6][CH2:7][N:8]1C(=O)C2=CC=CC=C2C1=O)[CH2:3][OH:4].O.NN. The catalyst is C(O)C.C(Cl)Cl. The product is [NH2:8][CH2:7][CH2:6][CH2:5][C:2]([CH3:1])([C:19]1[CH:24]=[CH:23][CH:22]=[CH:21][CH:20]=1)[CH2:3][OH:4]. The yield is 0.850.